The task is: Predict which catalyst facilitates the given reaction.. This data is from Catalyst prediction with 721,799 reactions and 888 catalyst types from USPTO. Reactant: P(=O)(O)(O)O.[C:6]1([CH:12]2[CH2:16][CH2:15][NH:14][CH2:13]2)[CH:11]=[CH:10][CH:9]=[CH:8][CH:7]=1.[CH:17]([C:19]1[CH:33]=[CH:32][C:22]([O:23][C:24]2[CH:31]=[CH:30][C:27]([C:28]#[N:29])=[CH:26][N:25]=2)=[C:21]([CH3:34])[CH:20]=1)=O.C(O[BH-](OC(=O)C)OC(=O)C)(=O)C.[Na+].C(O)(=O)C. Product: [CH3:34][C:21]1[CH:20]=[C:19]([CH2:17][N:14]2[CH2:15][CH2:16][CH:12]([C:6]3[CH:11]=[CH:10][CH:9]=[CH:8][CH:7]=3)[CH2:13]2)[CH:33]=[CH:32][C:22]=1[O:23][C:24]1[CH:31]=[CH:30][C:27]([C:28]#[N:29])=[CH:26][N:25]=1. The catalyst class is: 756.